The task is: Predict the reaction yield, written as a fraction of the theoretical maximum amount of product (1.0 means a 100% yield; for example, 0.34 means a 34% yield).. This data is from Reaction yield outcomes from USPTO patents with 853,638 reactions. (1) The product is [OH:38][C:35]([C:32]1[CH:33]=[CH:34][C:29]([C:2]2[N:3]=[C:4]3[N:11]([CH2:12][CH2:13][CH:14]4[CH2:19][CH2:18][O:17][CH2:16][CH2:15]4)[CH2:10][C:9](=[O:20])[NH:8][C:5]3=[N:6][CH:7]=2)=[CH:30][CH:31]=1)([CH3:37])[CH3:36]. The catalyst is CN(C)C=O.O.C1C=CC(P(C2C=CC=CC=2)[C-]2C=CC=C2)=CC=1.C1C=CC(P(C2C=CC=CC=2)[C-]2C=CC=C2)=CC=1.Cl[Pd]Cl.[Fe+2]. The reactants are Br[C:2]1[N:3]=[C:4]2[N:11]([CH2:12][CH2:13][CH:14]3[CH2:19][CH2:18][O:17][CH2:16][CH2:15]3)[CH2:10][C:9](=[O:20])[NH:8][C:5]2=[N:6][CH:7]=1.CC1(C)C(C)(C)OB([C:29]2[CH:34]=[CH:33][C:32]([C:35]([OH:38])([CH3:37])[CH3:36])=[CH:31][CH:30]=2)O1.C(=O)([O-])[O-].[Na+].[Na+]. The yield is 0.250. (2) The reactants are Cl[C:2]1[CH:7]=[C:6]([N:8]2[CH:12]=[C:11]([C:13]#[C:14][C:15]3[CH:20]=[CH:19][CH:18]=[C:17]([Cl:21])[CH:16]=3)[N:10]=[C:9]2[CH3:22])[CH:5]=[CH:4][N:3]=1.[OH-:23].[K+]. The catalyst is C(O)(C)(C)C. The product is [Cl:21][C:17]1[CH:16]=[C:15]([C:14]#[C:13][C:11]2[N:10]=[C:9]([CH3:22])[N:8]([C:6]3[CH:5]=[CH:4][NH:3][C:2](=[O:23])[CH:7]=3)[CH:12]=2)[CH:20]=[CH:19][CH:18]=1. The yield is 0.920. (3) The reactants are Cl[C:2]1[N:7]=[CH:6][C:5]2[C:8](=[C:13]3[C:21]4[C:16](=[CH:17][CH:18]=[C:19]([F:22])[CH:20]=4)[NH:15][C:14]3=[O:23])[O:9][CH:10]([CH2:11][CH3:12])[C:4]=2[CH:3]=1.C([O-])=O.[NH4+]. The catalyst is C(O)C.[Pd]. The product is [CH2:11]([CH:10]1[C:4]2[CH:3]=[CH:2][N:7]=[CH:6][C:5]=2[C:8](=[C:13]2[C:21]3[C:16](=[CH:17][CH:18]=[C:19]([F:22])[CH:20]=3)[NH:15][C:14]2=[O:23])[O:9]1)[CH3:12]. The yield is 0.400. (4) The reactants are C(OP([CH2:9][C:10]#[N:11])(=O)OCC)C.C[Si]([N-][Si](C)(C)C)(C)C.[Li+].[O:22]1[C:27]2[CH:28]=[CH:29][C:30]([C:32]([C:34]3[CH:39]=[CH:38][CH:37]=[C:36]([O:40][CH3:41])[CH:35]=3)=O)=[CH:31][C:26]=2[O:25][CH2:24][CH2:23]1.O. The catalyst is C1COCC1. The product is [O:22]1[C:27]2[CH:28]=[CH:29][C:30]([C:32]([C:34]3[CH:39]=[CH:38][CH:37]=[C:36]([O:40][CH3:41])[CH:35]=3)=[CH:9][C:10]#[N:11])=[CH:31][C:26]=2[O:25][CH2:24][CH2:23]1. The yield is 0.770.